From a dataset of Forward reaction prediction with 1.9M reactions from USPTO patents (1976-2016). Predict the product of the given reaction. (1) Given the reactants C[O:2][C:3]([CH:5]1[C:14]2[C:9](=[CH:10][CH:11]=[CH:12][CH:13]=2)[C:8]([C:20]#[N:21])(O[Si](C)(C)C)[CH2:7][CH2:6]1)=O.CC(C)([O-])C.[Na+], predict the reaction product. The product is: [CH:8]12[CH2:7][CH2:6][CH:5]([C:3](=[O:2])[NH:21][CH2:20]1)[C:14]1[C:9]2=[CH:10][CH:11]=[CH:12][CH:13]=1. (2) Given the reactants [CH3:1][O:2][C:3](=[O:21])[CH2:4][C:5]1[CH:10]=[CH:9][CH:8]=[C:7]([S:11]([C:14]2[CH:19]=[CH:18][C:17]([OH:20])=[CH:16][CH:15]=2)(=[O:13])=[O:12])[CH:6]=1.[CH3:22][C:23]1[O:27][C:26]([C:28]2[CH:33]=[CH:32][CH:31]=[CH:30][CH:29]=2)=[N:25][C:24]=1[CH2:34][CH2:35]O.C1(P(C2C=CC=CC=2)C2C=CC=CC=2)C=CC=CC=1.N(C(OC(C)C)=O)=NC(OC(C)C)=O, predict the reaction product. The product is: [CH3:1][O:2][C:3](=[O:21])[CH2:4][C:5]1[CH:10]=[CH:9][CH:8]=[C:7]([S:11]([C:14]2[CH:15]=[CH:16][C:17]([O:20][CH2:35][CH2:34][C:24]3[N:25]=[C:26]([C:28]4[CH:33]=[CH:32][CH:31]=[CH:30][CH:29]=4)[O:27][C:23]=3[CH3:22])=[CH:18][CH:19]=2)(=[O:12])=[O:13])[CH:6]=1. (3) Given the reactants [F:1][C:2]([F:8])([CH2:5][O:6][CH3:7])[CH2:3][OH:4].[H-].[Na+].[Br:11][C:12]1[CH:13]=[CH:14][C:15]([CH2:18]Br)=[N:16][CH:17]=1, predict the reaction product. The product is: [Br:11][C:12]1[CH:13]=[CH:14][C:15]([CH2:18][O:4][CH2:3][C:2]([F:8])([F:1])[CH2:5][O:6][CH3:7])=[N:16][CH:17]=1.